From a dataset of Catalyst prediction with 721,799 reactions and 888 catalyst types from USPTO. Predict which catalyst facilitates the given reaction. (1) Reactant: Cl.[NH:2]1[CH2:7][CH2:6][CH:5]([C:8]2[N:13]=[C:12]([N:14]3[CH2:19][CH2:18][CH2:17][CH2:16][CH2:15]3)[N:11]=[C:10]([OH:20])[CH:9]=2)[CH2:4][CH2:3]1.[CH3:21][NH:22][C:23]1[N:28]=[CH:27][C:26]([CH:29]=O)=[CH:25][N:24]=1.C(N(CC)CC)C.C(O[BH-](OC(=O)C)OC(=O)C)(=O)C.[Na+]. Product: [CH3:21][NH:22][C:23]1[N:28]=[CH:27][C:26]([CH2:29][N:2]2[CH2:7][CH2:6][CH:5]([C:8]3[N:13]=[C:12]([N:14]4[CH2:15][CH2:16][CH2:17][CH2:18][CH2:19]4)[N:11]=[C:10]([OH:20])[CH:9]=3)[CH2:4][CH2:3]2)=[CH:25][N:24]=1. The catalyst class is: 676. (2) Reactant: [NH:1]1[C:9]2[C:4](=[CH:5][CH:6]=[CH:7][CH:8]=2)[CH:3]=[CH:2]1.[OH-].[Na+].[Cl:12][C:13]1[CH:20]=[CH:19][C:16]([CH2:17]Cl)=[CH:15][CH:14]=1.O. Product: [Cl:12][C:13]1[CH:20]=[CH:19][C:16]([CH2:17][N:1]2[C:9]3[C:4](=[CH:5][CH:6]=[CH:7][CH:8]=3)[CH:3]=[CH:2]2)=[CH:15][CH:14]=1. The catalyst class is: 16. (3) Reactant: [CH3:1][O:2][C:3]1[CH:4]=[C:5]2[C:10](=[CH:11][C:12]=1[O:13][CH3:14])[N:9]=[CH:8][CH:7]=[C:6]2[O:15][C:16]1[CH:22]=[CH:21][C:19]([NH2:20])=[C:18]([CH3:23])[C:17]=1[CH3:24].Cl[C:26](Cl)([O:28]C(=O)OC(Cl)(Cl)Cl)Cl.[CH3:37][CH2:38][CH:39]([OH:42])[CH2:40][CH3:41].C(=O)(O)[O-].[Na+]. Product: [CH3:1][O:2][C:3]1[CH:4]=[C:5]2[C:10](=[CH:11][C:12]=1[O:13][CH3:14])[N:9]=[CH:8][CH:7]=[C:6]2[O:15][C:16]1[CH:22]=[CH:21][C:19]([NH:20][C:26](=[O:28])[O:42][CH:39]([CH2:40][CH3:41])[CH2:38][CH3:37])=[C:18]([CH3:23])[C:17]=1[CH3:24]. The catalyst class is: 208. (4) Reactant: [C:1](O)(=O)[CH2:2][CH2:3][CH3:4].[NH2:7][CH2:8][CH2:9][CH2:10][NH2:11].O.ON1[C:18]2[CH:19]=CC=[CH:22][C:17]=2N=N1.Cl.CN(C)CCCN=C=NCC.[H-].[H-].[H-].[H-].[Li+].[Al+3]. Product: [CH2:1]([NH:7][CH2:8][CH2:9][CH2:10][NH:11][CH2:22][CH2:17][CH2:18][CH3:19])[CH2:2][CH2:3][CH3:4]. The catalyst class is: 198. (5) Reactant: BrC1SC2C=C(C(OCC)=O)C=CC=2N=1.FC1(F)CCNCC1.C([O-])([O-])=O.[Cs+].[Cs+].[F:30][C:31]1([F:51])[CH2:36][CH2:35][N:34]([C:37]2[S:38][C:39]3[CH:45]=[C:44]([C:46]([O:48]CC)=[O:47])[CH:43]=[CH:42][C:40]=3[N:41]=2)[CH2:33][CH2:32]1.Cl. Product: [F:51][C:31]1([F:30])[CH2:36][CH2:35][N:34]([C:37]2[S:38][C:39]3[CH:45]=[C:44]([C:46]([OH:48])=[O:47])[CH:43]=[CH:42][C:40]=3[N:41]=2)[CH2:33][CH2:32]1. The catalyst class is: 144.